Dataset: Reaction yield outcomes from USPTO patents with 853,638 reactions. Task: Predict the reaction yield, written as a fraction of the theoretical maximum amount of product (1.0 means a 100% yield; for example, 0.34 means a 34% yield). (1) The reactants are Cl[CH2:2][CH2:3][C:4]([NH:6][C:7]1[CH:12]=[CH:11][CH:10]=[CH:9][C:8]=1[OH:13])=[O:5].[Al+3].[Cl-].[Cl-].[Cl-]. No catalyst specified. The product is [OH:13][C:8]1[CH:9]=[CH:10][CH:11]=[C:12]2[C:7]=1[NH:6][C:4](=[O:5])[CH2:3][CH2:2]2. The yield is 0.470. (2) The reactants are [OH:1][C:2]1[CH:9]=[CH:8][CH:7]=[C:6]([N+:10]([O-:12])=[O:11])[C:3]=1[C:4]#[N:5].[CH2:13](Br)[CH3:14]. No catalyst specified. The product is [N+:10]([C:6]1[CH:7]=[CH:8][CH:9]=[C:2]([O:1][CH2:13][CH3:14])[C:3]=1[C:4]#[N:5])([O-:12])=[O:11]. The yield is 0.500. (3) The reactants are [F:1][C:2]1[CH:3]=[C:4]([CH:29]=[CH:30][CH:31]=1)[CH2:5][O:6][C:7]1[CH:12]=[CH:11][C:10]([NH:13][C:14]2[C:23]3[C:18](=[CH:19][CH:20]=[C:21]([C:24]#[C:25][CH2:26][OH:27])[CH:22]=3)[N:17]=[CH:16][N:15]=2)=[CH:9][C:8]=1[Cl:28].C(N(CC)CC)C.[CH3:39][S:40](Cl)(=[O:42])=[O:41]. The catalyst is ClCCl. The product is [CH3:39][S:40]([O:27][CH2:26][C:25]#[C:24][C:21]1[CH:22]=[C:23]2[C:18](=[CH:19][CH:20]=1)[N:17]=[CH:16][N:15]=[C:14]2[NH:13][C:10]1[CH:11]=[CH:12][C:7]([O:6][CH2:5][C:4]2[CH:29]=[CH:30][CH:31]=[C:2]([F:1])[CH:3]=2)=[C:8]([Cl:28])[CH:9]=1)(=[O:42])=[O:41]. The yield is 0.430.